This data is from Forward reaction prediction with 1.9M reactions from USPTO patents (1976-2016). The task is: Predict the product of the given reaction. (1) The product is: [F:20][C:16]1[CH:15]=[C:14]([CH:13]2[CH2:9][N:10]([C:28]([O:27][C:23]([CH3:26])([CH3:25])[CH3:24])=[O:29])[C:11]([S:21][CH3:22])=[N:12]2)[CH:19]=[CH:18][CH:17]=1. Given the reactants I.FC1C=C([C@H:9]2[C@@H:13]([C:14]3[CH:19]=[CH:18][CH:17]=[C:16]([F:20])[CH:15]=3)[NH:12][C:11]([S:21][CH3:22])=[N:10]2)C=CC=1.[C:23]([O:27][C:28](O[C:28]([O:27][C:23]([CH3:26])([CH3:25])[CH3:24])=[O:29])=[O:29])([CH3:26])([CH3:25])[CH3:24].C(N(CC)CC)C, predict the reaction product. (2) Given the reactants F[C:2]1[C:3]([CH3:22])=[N:4][C:5]2[C:10]([N:11]=1)=[C:9]([C:12]1[NH:20][C:19]3[CH2:18][CH2:17][NH:16][C:15](=[O:21])[C:14]=3[CH:13]=1)[CH:8]=[CH:7][CH:6]=2.[NH2:23][C@@H:24]1[CH2:29][CH2:28][C@H:27]([OH:30])[CH2:26][CH2:25]1.CCN(C(C)C)C(C)C, predict the reaction product. The product is: [OH:30][C@@H:27]1[CH2:28][CH2:29][C@H:24]([NH:23][C:2]2[C:3]([CH3:22])=[N:4][C:5]3[C:10]([N:11]=2)=[C:9]([C:12]2[NH:20][C:19]4[CH2:18][CH2:17][NH:16][C:15](=[O:21])[C:14]=4[CH:13]=2)[CH:8]=[CH:7][CH:6]=3)[CH2:25][CH2:26]1. (3) The product is: [OH:31][NH:37][C:38]([CH:4]1[CH:5]([CH3:6])[O:7][CH2:8][CH2:9][N:11]1[S:12]([C:15]1[CH:20]=[CH:19][C:18]([O:21][CH2:22][C:23]2[CH:24]=[CH:25][CH:26]=[CH:27][CH:28]=2)=[CH:17][CH:16]=1)(=[O:14])=[O:13])=[O:39]. Given the reactants COC(=O)[CH:4]([NH:11][S:12]([C:15]1[CH:20]=[CH:19][C:18]([O:21][CH2:22][C:23]2[CH:28]=[CH:27][CH:26]=[CH:25][CH:24]=2)=[CH:17][CH:16]=1)(=[O:14])=[O:13])[CH:5]([O:7][CH2:8][CH2:9]Br)[CH3:6].C(=O)([O-])[O-:31].[K+].[K+].C[N:37](C)[CH:38]=[O:39], predict the reaction product. (4) Given the reactants Cl[C:2]1[C:7]([O:8][CH3:9])=[CH:6][CH:5]=[CH:4][N:3]=1.[CH3:10][O-:11].[Na+], predict the reaction product. The product is: [CH3:10][O:11][C:2]1[C:7]([O:8][CH3:9])=[CH:6][CH:5]=[CH:4][N:3]=1. (5) Given the reactants [C:12]([O:11][C:9](O[C:9]([O:11][C:12]([CH3:15])([CH3:14])[CH3:13])=[O:10])=[O:10])([CH3:15])([CH3:14])[CH3:13].CC([N:20]([C:24]1[N:25]=[C:26]([C:34]2[CH:35]=[C:36]3[C:42]([Br:43])=[CH:41][NH:40][C:37]3=[N:38][CH:39]=2)[C:27]2[C:32]([CH:33]=1)=[CH:31][CH:30]=[CH:29][CH:28]=2)[C:21](=[O:23])[O-:22])(C)C, predict the reaction product. The product is: [Br:43][C:42]1[C:36]2[C:37](=[N:38][CH:39]=[C:34]([C:26]3[C:27]4[C:32](=[CH:31][CH:30]=[CH:29][CH:28]=4)[CH:33]=[C:24]([NH:20][C:21]([O:22][C:12]([CH3:15])([CH3:14])[CH3:13])=[O:23])[N:25]=3)[CH:35]=2)[N:40]([C:9]([O:11][C:12]([CH3:13])([CH3:14])[CH3:15])=[O:10])[CH:41]=1.